From a dataset of Full USPTO retrosynthesis dataset with 1.9M reactions from patents (1976-2016). Predict the reactants needed to synthesize the given product. Given the product [CH2:32]([N:29]1[CH2:30][CH2:31][N:26]([CH2:22][CH2:23][C:24]#[C:25][C:2]2[CH:3]=[CH:4][C:5]3[C:14]4[C:9](=[C:10]([NH2:20])[N:11]=[C:12]([N:15]5[CH:19]=[CH:18][N:17]=[CH:16]5)[CH:13]=4)[CH:8]=[N:7][C:6]=3[CH:21]=2)[CH2:27][CH2:28]1)[CH3:33], predict the reactants needed to synthesize it. The reactants are: Br[C:2]1[CH:3]=[CH:4][C:5]2[C:14]3[C:9](=[C:10]([NH2:20])[N:11]=[C:12]([N:15]4[CH:19]=[CH:18][N:17]=[CH:16]4)[CH:13]=3)[CH:8]=[N:7][C:6]=2[CH:21]=1.[CH2:22]([N:26]1[CH2:31][CH2:30][N:29]([CH2:32][CH3:33])[CH2:28][CH2:27]1)[CH2:23][C:24]#[CH:25].